This data is from Catalyst prediction with 721,799 reactions and 888 catalyst types from USPTO. The task is: Predict which catalyst facilitates the given reaction. (1) Reactant: [Cl:1][C:2]1[C:11]([CH:12]=[O:13])=[CH:10][C:9]2[C:4](=[CH:5][CH:6]=[C:7]([O:14]C)[CH:8]=2)[N:3]=1.B(Br)(Br)Br.C(=O)(O)[O-].[Na+]. Product: [Cl:1][C:2]1[C:11]([CH:12]=[O:13])=[CH:10][C:9]2[C:4](=[CH:5][CH:6]=[C:7]([OH:14])[CH:8]=2)[N:3]=1. The catalyst class is: 4. (2) Reactant: Cl[Si](C)(C)C.[BH4-].[Li+].[CH3:8][O:9][C:10]1[CH:24]=[CH:23][C:13]([CH2:14][N:15]2[C@H:20]([CH3:21])[CH2:19][O:18][CH2:17][C:16]2=O)=[CH:12][CH:11]=1.[OH-].[K+]. Product: [CH3:8][O:9][C:10]1[CH:11]=[CH:12][C:13]([CH2:14][N:15]2[C@H:20]([CH3:21])[CH2:19][O:18][CH2:17][CH2:16]2)=[CH:23][CH:24]=1. The catalyst class is: 83.